This data is from Catalyst prediction with 721,799 reactions and 888 catalyst types from USPTO. The task is: Predict which catalyst facilitates the given reaction. (1) Reactant: [N:1]1[N:2]([C:11]2[CH:18]=[CH:17][C:14]([C:15]#[N:16])=[CH:13][CH:12]=2)[CH:3]=[C:4]2[CH2:10][CH2:9][NH:8][CH2:7][CH2:6][C:5]=12.[C:19]1(=O)[CH2:22][CH2:21][CH2:20]1.C(O[BH-](OC(=O)C)OC(=O)C)(=O)C.[Na+].CO. Product: [CH:19]1([N:8]2[CH2:9][CH2:10][C:4]3=[CH:3][N:2]([C:11]4[CH:18]=[CH:17][C:14]([C:15]#[N:16])=[CH:13][CH:12]=4)[N:1]=[C:5]3[CH2:6][CH2:7]2)[CH2:22][CH2:21][CH2:20]1. The catalyst class is: 411. (2) Reactant: Br[C:2]1[CH:3]=[C:4]([N+:15]([O-:17])=[O:16])[C:5]([C:8]([CH3:14])([CH3:13])[C:9]([O:11][CH3:12])=[O:10])=[N:6][CH:7]=1.[NH:18]1[CH2:23][CH2:22][O:21][CH2:20][CH2:19]1.CC(C1C=C(C(C)C)C(C2C=CC=CC=2P(C2CCCCC2)C2CCCCC2)=C(C(C)C)C=1)C.CC(C)([O-])C.[Na+]. Product: [CH3:13][C:8]([C:5]1[C:4]([N+:15]([O-:17])=[O:16])=[CH:3][C:2]([N:18]2[CH2:23][CH2:22][O:21][CH2:20][CH2:19]2)=[CH:7][N:6]=1)([CH3:14])[C:9]([O:11][CH3:12])=[O:10]. The catalyst class is: 101. (3) Reactant: C(Cl)(=O)C(Cl)=O.CS(C)=O.[Cl:11][C:12]1[CH:21]=[CH:20][C:15]([CH:16]=[CH:17][CH2:18][OH:19])=[CH:14][CH:13]=1.CCN(C(C)C)C(C)C. Product: [Cl:11][C:12]1[CH:13]=[CH:14][C:15]([CH:16]=[CH:17][CH:18]=[O:19])=[CH:20][CH:21]=1. The catalyst class is: 2. (4) Reactant: [CH:1]#[C:2][CH2:3][CH2:4][CH2:5][OH:6].N1C=CN=C1.[Si:12](Cl)([C:15]([CH3:18])([CH3:17])[CH3:16])([CH3:14])[CH3:13].O. Product: [O:6]([CH2:5][CH2:4][CH2:3][C:2]#[CH:1])[Si:12]([C:15]([CH3:18])([CH3:17])[CH3:16])([CH3:14])[CH3:13]. The catalyst class is: 3. (5) Reactant: [CH3:1][N:2]([CH3:27])[C:3]1[CH:4]=[CH:5][C:6]([C:11]2[S:12][C:13]3[CH:19]([O:20][CH2:21][O:22][CH2:23][CH2:24][O:25][CH3:26])[CH2:18][CH2:17][CH2:16][C:14]=3[N:15]=2)=[C:7]([CH:10]=1)[CH:8]=O.[NH:28]1[CH2:31][CH2:30][CH2:29]1.[BH-](OC(C)=O)(OC(C)=O)OC(C)=O.[Na+].C(O)(=O)C. Product: [N:28]1([CH2:8][C:7]2[CH:10]=[C:3]([CH:4]=[CH:5][C:6]=2[C:11]2[S:12][C:13]3[CH:19]([O:20][CH2:21][O:22][CH2:23][CH2:24][O:25][CH3:26])[CH2:18][CH2:17][CH2:16][C:14]=3[N:15]=2)[N:2]([CH3:1])[CH3:27])[CH2:31][CH2:30][CH2:29]1. The catalyst class is: 585. (6) Reactant: C([Li])CCC.Br[C:7]1[CH:12]=[CH:11][C:10]([F:13])=[CH:9][CH:8]=1.[C:14]1(=[O:21])[CH2:19][CH2:18][C:17](=[O:20])[CH2:16][CH2:15]1.[Cl-].[NH4+]. Product: [F:13][C:10]1[CH:11]=[CH:12][C:7]([C:14]2([OH:21])[CH2:19][CH2:18][C:17](=[O:20])[CH2:16][CH2:15]2)=[CH:8][CH:9]=1. The catalyst class is: 469. (7) Reactant: [Cl:1][C:2]1[CH:7]=[CH:6][C:5]([CH:8](C(OC(C)(C)C)=O)[C:9]([C:11]2[CH:12]=[N:13][CH:14]=[CH:15][C:16]=2[C:17]([O:19][CH3:20])=[O:18])=[O:10])=[CH:4][CH:3]=1.FC(F)(F)C(O)=O. Product: [Cl:1][C:2]1[CH:3]=[CH:4][C:5]([CH2:8][C:9]([C:11]2[CH:12]=[N:13][CH:14]=[CH:15][C:16]=2[C:17]([O:19][CH3:20])=[O:18])=[O:10])=[CH:6][CH:7]=1. The catalyst class is: 4.